Task: Predict the reaction yield, written as a fraction of the theoretical maximum amount of product (1.0 means a 100% yield; for example, 0.34 means a 34% yield).. Dataset: Reaction yield outcomes from USPTO patents with 853,638 reactions The reactants are Cl[C:2]1[C:3]([S:8][CH:9]([CH3:11])[CH3:10])=[N:4][CH:5]=[CH:6][CH:7]=1.[F:12][C:13]1[CH:14]=[C:15](B2OC(C)(C)C(C)(C)O2)[CH:16]=[C:17]([F:21])[C:18]=1[O:19][CH3:20]. No catalyst specified. The product is [F:12][C:13]1[CH:14]=[C:15]([C:2]2[C:3]([S:8][CH:9]([CH3:11])[CH3:10])=[N:4][CH:5]=[CH:6][CH:7]=2)[CH:16]=[C:17]([F:21])[C:18]=1[O:19][CH3:20]. The yield is 0.240.